Predict the reaction yield, written as a fraction of the theoretical maximum amount of product (1.0 means a 100% yield; for example, 0.34 means a 34% yield). From a dataset of Reaction yield outcomes from USPTO patents with 853,638 reactions. (1) The reactants are [CH3:1]C(C)([O-])C.[K+].[C:7]([O:17][C:18]([CH3:21])(C)C)(=[O:16])[CH2:8][C:9]([O:11][C:12]([CH3:15])([CH3:14])[CH3:13])=[O:10].ClCC1([C:27]2[CH:32]=[CH:31][CH:30]=[CH:29][CH:28]=2)CO1.CCCCCC. The catalyst is C(O)(C)(C)C.O1CCCC1. The product is [C:12]([O:11][C:9]([C@:8]12[CH2:1][C@@:21]1([C:27]1[CH:32]=[CH:31][CH:30]=[CH:29][CH:28]=1)[CH2:18][O:17][C:7]2=[O:16])=[O:10])([CH3:13])([CH3:14])[CH3:15]. The yield is 0.540. (2) The reactants are Cl[C:2]1[N:7]=[C:6]([N:8]2[CH:12]=[CH:11][C:10]([C:13]([F:16])([F:15])[F:14])=[N:9]2)[N:5]=[C:4]([O:17][CH3:18])[CH:3]=1.[Cl:19][C:20]1[CH:25]=[CH:24][C:23](B(O)O)=[CH:22][CH:21]=1.COC1C=C(C2C=CC=CC=2)N=C(N2C=CC(C(F)(F)F)=N2)N=1. No catalyst specified. The product is [CH3:18][O:17][C:4]1[CH:3]=[C:2]([C:23]2[CH:24]=[CH:25][C:20]([Cl:19])=[CH:21][CH:22]=2)[N:7]=[C:6]([N:8]2[CH:12]=[CH:11][C:10]([C:13]([F:16])([F:15])[F:14])=[N:9]2)[N:5]=1. The yield is 0.450. (3) The reactants are C([N:8]1[CH:13]2[C:14]([F:17])([F:16])[CH2:15][CH:9]1[CH2:10][C:11]([CH2:19][C:20]([O:22][CH2:23][CH3:24])=[O:21])([OH:18])[CH2:12]2)C1C=CC=CC=1.[H][H]. The catalyst is CO.[OH-].[OH-].[Pd+2]. The product is [F:17][C:14]1([F:16])[CH2:15][CH:9]2[NH:8][CH:13]1[CH2:12][C:11]([CH2:19][C:20]([O:22][CH2:23][CH3:24])=[O:21])([OH:18])[CH2:10]2. The yield is 0.900.